This data is from Full USPTO retrosynthesis dataset with 1.9M reactions from patents (1976-2016). The task is: Predict the reactants needed to synthesize the given product. (1) Given the product [F:12][C:13]1[CH:18]=[CH:17][C:16]([N:19]=[C:20]([S:21][CH2:28][CH:22]2[CH2:27][CH2:26][CH2:25][CH2:24][CH2:23]2)[CH2:2][CH2:1][Si:3]([CH3:6])([CH3:5])[CH3:4])=[CH:15][CH:14]=1, predict the reactants needed to synthesize it. The reactants are: [C:1]([Si:3]([CH3:6])([CH3:5])[CH3:4])#[CH:2].C([Li])CCC.[F:12][C:13]1[CH:18]=[CH:17][C:16]([N:19]=[C:20]=[S:21])=[CH:15][CH:14]=1.[CH:22]1([CH2:28]Br)[CH2:27][CH2:26][CH2:25][CH2:24][CH2:23]1. (2) Given the product [Cl:1][C:2]1[N:3]=[C:4]([CH:34]=[O:35])[N:5]([C:17]2[CH:22]=[CH:21][C:20]([F:23])=[CH:19][CH:18]=2)[C:6]=1[C:7]1[C:8]([F:16])=[CH:9][C:10]([O:14][CH3:15])=[CH:11][C:12]=1[F:13], predict the reactants needed to synthesize it. The reactants are: [Cl:1][C:2]1[N:3]=[CH:4][N:5]([C:17]2[CH:22]=[CH:21][C:20]([F:23])=[CH:19][CH:18]=2)[C:6]=1[C:7]1[C:12]([F:13])=[CH:11][C:10]([O:14][CH3:15])=[CH:9][C:8]=1[F:16].C([N-]C(C)C)(C)C.[Li+].CN(C)[CH:34]=[O:35]. (3) Given the product [Cl:18][C:19]1[CH:20]=[CH:21][C:22]([S:25]([C:28]2([C:35]3[CH:40]=[C:39]([F:41])[CH:38]=[CH:37][C:36]=3[F:42])[CH2:29][CH2:30][C:31](=[CH:9][C:7]#[N:8])[CH2:32][CH2:33]2)(=[O:26])=[O:27])=[CH:23][CH:24]=1, predict the reactants needed to synthesize it. The reactants are: CC(C)([O-])C.[K+].[C:7]([CH2:9]P(=O)(OCC)OCC)#[N:8].[Cl:18][C:19]1[CH:24]=[CH:23][C:22]([S:25]([C:28]2([C:35]3[CH:40]=[C:39]([F:41])[CH:38]=[CH:37][C:36]=3[F:42])[CH2:33][CH2:32][C:31](=O)[CH2:30][CH2:29]2)(=[O:27])=[O:26])=[CH:21][CH:20]=1.C(OC(C)C)(=O)C. (4) Given the product [Br:1][C:2]1[CH:7]=[N:6][CH:5]=[C:4]([C:8]2([C:11]3[O:13][N:17]=[C:16]([CH:18]4[CH2:20][CH2:19]4)[N:15]=3)[CH2:9][CH2:10]2)[CH:3]=1, predict the reactants needed to synthesize it. The reactants are: [Br:1][C:2]1[CH:3]=[C:4]([C:8]2([C:11]([OH:13])=O)[CH2:10][CH2:9]2)[CH:5]=[N:6][CH:7]=1.O[N:15]=[C:16]([CH:18]1[CH2:20][CH2:19]1)[NH2:17].F[P-](F)(F)(F)(F)F.N1(O[P+](N2CCCC2)(N2CCCC2)N2CCCC2)C2C=CC=CC=2N=N1.C(N(CC)CC)C.